From a dataset of Forward reaction prediction with 1.9M reactions from USPTO patents (1976-2016). Predict the product of the given reaction. (1) Given the reactants [Cl:1][C:2]1[CH:7]=[CH:6][CH:5]=[C:4]([Cl:8])[C:3]=1[N:9]1[C:13](=[O:14])[NH:12][C:11]([C:15]2[CH:24]=[CH:23][C:18]([C:19]([O:21]C)=O)=[C:17]([O:25][CH3:26])[CH:16]=2)=[N:10]1.[F:27][C:28]1[CH:34]=[CH:33][C:31]([NH2:32])=[CH:30][C:29]=1[C:35]([F:38])([F:37])[F:36].C[Al](C)C, predict the reaction product. The product is: [Cl:8][C:4]1[CH:5]=[CH:6][CH:7]=[C:2]([Cl:1])[C:3]=1[N:9]1[C:13](=[O:14])[NH:12][C:11]([C:15]2[CH:24]=[CH:23][C:18]([C:19]([NH:32][C:31]3[CH:33]=[CH:34][C:28]([F:27])=[C:29]([C:35]([F:38])([F:36])[F:37])[CH:30]=3)=[O:21])=[C:17]([O:25][CH3:26])[CH:16]=2)=[N:10]1. (2) Given the reactants I[C:2]1[C:10]2[C:9]([O:11][CH3:12])=[N:8][CH:7]=[N:6][C:5]=2[N:4]([C@@H:13]2[O:19][C@H:18]([CH2:20][OH:21])[C@@H:16]([OH:17])[C@H:14]2[OH:15])[CH:3]=1.[S:22]1[CH:26]=[CH:25][C:24](B(O)O)=[CH:23]1, predict the reaction product. The product is: [CH3:12][O:11][C:9]1[C:10]2[C:2]([C:24]3[CH:25]=[CH:26][S:22][CH:23]=3)=[CH:3][N:4]([C@@H:13]3[O:19][C@H:18]([CH2:20][OH:21])[C@@H:16]([OH:17])[C@H:14]3[OH:15])[C:5]=2[N:6]=[CH:7][N:8]=1. (3) Given the reactants [F:1][C:2]1[C:10]2[O:9][C:8]([NH:11][C:12]3[CH:17]=[CH:16][CH:15]=[CH:14][C:13]=3[CH3:18])=[N:7][C:6]=2[CH:5]=[CH:4][C:3]=1[CH2:19][C:20]([OH:22])=O.[F:23][C@@H:24]1[CH2:28][NH:27][C@H:26]([CH2:29][O:30][C:31]2[CH:40]=[CH:39][C:34]([C:35]([O:37]C)=[O:36])=[CH:33][CH:32]=2)[CH2:25]1.CCN=C=NCCCN(C)C.Cl.C1C=CC2N(O)N=NC=2C=1.C(N(CC)CC)C, predict the reaction product. The product is: [F:1][C:2]1[C:10]2[O:9][C:8]([NH:11][C:12]3[CH:17]=[CH:16][CH:15]=[CH:14][C:13]=3[CH3:18])=[N:7][C:6]=2[CH:5]=[CH:4][C:3]=1[CH2:19][C:20]([N:27]1[CH2:28][C@@H:24]([F:23])[CH2:25][C@H:26]1[CH2:29][O:30][C:31]1[CH:40]=[CH:39][C:34]([C:35]([OH:37])=[O:36])=[CH:33][CH:32]=1)=[O:22]. (4) Given the reactants [C:1]([O:8][CH2:9][CH3:10])(=[O:7])[C:2]([O:4]CC)=O.[CH2:11]([C:13]1([Mg]Br)[CH:18]=[C:17]([CH2:19][CH3:20])[CH:16]=[C:15]([CH2:21][CH3:22])[CH2:14]1)[CH3:12].S(=O)(=O)(O)O, predict the reaction product. The product is: [CH2:19]([C:17]1([C:2](=[O:4])[C:1]([O:8][CH2:9][CH3:10])=[O:7])[CH:18]=[C:13]([CH2:11][CH3:12])[CH:14]=[C:15]([CH2:21][CH3:22])[CH2:16]1)[CH3:20]. (5) Given the reactants [Cl:1][C:2]1[C:3]([C:15]2[C:20]([CH3:21])=[CH:19][C:18]([CH3:22])=[CH:17][N:16]=2)=[N:4][C:5]([N:8]2[CH2:13][CH2:12][CH:11]([NH2:14])[CH2:10][CH2:9]2)=[CH:6][CH:7]=1.[OH:23][CH2:24][C:25](O)=[O:26].CN1CCOCC1.C1C=CC2N(O)N=NC=2C=1.CCN=C=NCCCN(C)C, predict the reaction product. The product is: [Cl:1][C:2]1[C:3]([C:15]2[C:20]([CH3:21])=[CH:19][C:18]([CH3:22])=[CH:17][N:16]=2)=[N:4][C:5]([N:8]2[CH2:13][CH2:12][CH:11]([NH:14][C:24](=[O:23])[CH2:25][OH:26])[CH2:10][CH2:9]2)=[CH:6][CH:7]=1. (6) Given the reactants [Br:1][C:2]1[CH:8]=[CH:7][C:6]([F:9])=[CH:5][C:3]=1[NH2:4].[N+]([C:13]1[CH:14]=C(S(O)(=O)=O)C=[CH:17][CH:18]=1)([O-])=O.P(=O)(O)(O)O.C(=O)/C=C/C.O.N, predict the reaction product. The product is: [Br:1][C:2]1[CH:8]=[CH:7][C:6]([F:9])=[C:5]2[C:3]=1[N:4]=[C:18]([CH3:17])[CH:13]=[CH:14]2. (7) Given the reactants O[CH2:2][C:3]1[N:7]([C:8]2[CH:9]=[C:10]([C:14]3[CH2:20][C:19](=[O:21])[NH:18][C:17]4[CH:22]=[C:23]([CH3:32])[C:24]([N:26]([CH2:28][CH:29]([CH3:31])[CH3:30])[CH3:27])=[CH:25][C:16]=4[N:15]=3)[CH:11]=[CH:12][CH:13]=2)[N:6]=[N:5][CH:4]=1.S(Cl)(Cl)=O.[Cl-].[CH:38]1([CH2:41][NH2:42])[CH2:40][CH2:39]1, predict the reaction product. The product is: [CH:38]1([CH2:41][NH:42][CH2:2][C:3]2[N:7]([C:8]3[CH:9]=[C:10]([C:14]4[CH2:20][C:19](=[O:21])[NH:18][C:17]5[CH:22]=[C:23]([CH3:32])[C:24]([N:26]([CH2:28][CH:29]([CH3:31])[CH3:30])[CH3:27])=[CH:25][C:16]=5[N:15]=4)[CH:11]=[CH:12][CH:13]=3)[N:6]=[N:5][CH:4]=2)[CH2:40][CH2:39]1. (8) Given the reactants [Br:1][C:2]1[CH:3]=[C:4]([C@H:8]([NH2:11])[CH2:9][F:10])[CH:5]=[CH:6][CH:7]=1.[C:12](O[C:12]([O:14][C:15]([CH3:18])([CH3:17])[CH3:16])=[O:13])([O:14][C:15]([CH3:18])([CH3:17])[CH3:16])=[O:13].C(N(CC)CC)C, predict the reaction product. The product is: [Br:1][C:2]1[CH:3]=[C:4]([C@H:8]([NH:11][C:12](=[O:13])[O:14][C:15]([CH3:18])([CH3:17])[CH3:16])[CH2:9][F:10])[CH:5]=[CH:6][CH:7]=1.